Dataset: Peptide-MHC class II binding affinity with 134,281 pairs from IEDB. Task: Regression. Given a peptide amino acid sequence and an MHC pseudo amino acid sequence, predict their binding affinity value. This is MHC class II binding data. (1) The peptide sequence is RVIRGKKGAGGITIK. The MHC is DRB1_1302 with pseudo-sequence DRB1_1302. The binding affinity (normalized) is 0.533. (2) The peptide sequence is LPADLMIRIIAQGPK. The MHC is DRB5_0101 with pseudo-sequence DRB5_0101. The binding affinity (normalized) is 0.718.